Dataset: Catalyst prediction with 721,799 reactions and 888 catalyst types from USPTO. Task: Predict which catalyst facilitates the given reaction. (1) The catalyst class is: 226. Product: [SH:6][CH:7]([C:11]1[CH:16]=[CH:15][CH:14]=[CH:13][CH:12]=1)[C:8]([O:4][CH2:3][CH2:2][CH2:1][O:5][C:8](=[O:9])[CH:7]([SH:6])[C:11]1[CH:16]=[CH:15][CH:14]=[CH:13][CH:12]=1)=[O:9]. Reactant: [CH2:1]([OH:5])[CH2:2][CH2:3][OH:4].[SH:6][CH:7]([C:11]1[CH:16]=[CH:15][CH:14]=[CH:13][CH:12]=1)[C:8](O)=[O:9].S(=O)(=O)(O)O. (2) Reactant: [C:1](Cl)(=[O:5])[C:2](Cl)=O.[CH3:7][N:8]([CH3:11])C=O.[F:12][C:13]1[C:14]([N:23]2[C:27]([CH3:28])=[C:26]([C:29]([OH:31])=O)[CH:25]=[N:24]2)=[N:15][CH:16]=[C:17]([C:19]([F:22])([F:21])[F:20])[CH:18]=1. Product: [F:12][C:13]1[C:14]([N:23]2[C:27]([CH3:28])=[C:26]([C:29]([NH:15][C:14]3[CH:7]=[N:8][C:11]([C:26]4[CH2:25][CH2:2][CH:1]([OH:5])[CH2:28][CH:27]=4)=[C:18]([CH3:17])[CH:13]=3)=[O:31])[CH:25]=[N:24]2)=[N:15][CH:16]=[C:17]([C:19]([F:20])([F:21])[F:22])[CH:18]=1. The catalyst class is: 4. (3) Reactant: Cl[C:2]([N:5]1[C:9]2[CH:10]=[CH:11][CH:12]=[CH:13][C:8]=2[N:7]=[CH:6]1)=[CH:3]Cl. Product: [C:2]([N:5]1[C:9]2[CH:10]=[CH:11][CH:12]=[CH:13][C:8]=2[N:7]=[CH:6]1)#[CH:3]. The catalyst class is: 1. (4) Reactant: C([O:8][C:9]1[CH:10]=[CH:11][C:12]([C@@H:20]([O:30][Si:31]([C:34]([CH3:37])([CH3:36])[CH3:35])([CH3:33])[CH3:32])[CH2:21][NH:22]CC2C=CC=CC=2)=[C:13]2[C:18]=1[NH:17][C:16](=[O:19])[CH:15]=[CH:14]2)C1C=CC=CC=1.[C:38]([OH:41])(=[O:40])[CH3:39]. Product: [C:38]([OH:41])(=[O:40])[CH3:39].[NH2:22][CH2:21][C@@H:20]([C:12]1[CH:11]=[CH:10][C:9]([OH:8])=[C:18]2[C:13]=1[CH:14]=[CH:15][C:16](=[O:19])[NH:17]2)[O:30][Si:31]([C:34]([CH3:37])([CH3:36])[CH3:35])([CH3:33])[CH3:32]. The catalyst class is: 5. (5) Reactant: [CH2:1]([N:4]([CH2:8][C:9]1[CH:14]=[CH:13][C:12]([NH:15][C:16](=[O:43])[C:17]2[CH:22]=[CH:21][C:20]([CH2:23][N:24]([CH2:37][C:38]3[NH:39][CH:40]=[CH:41][N:42]=3)[CH2:25][C:26]3[N:27]([CH2:31][CH2:32][O:33]COC)[CH:28]=[CH:29][N:30]=3)=[CH:19][CH:18]=2)=[CH:11][CH:10]=1)[CH2:5][CH2:6][CH3:7])[CH2:2][CH3:3].Cl. Product: [CH2:1]([N:4]([CH2:8][C:9]1[CH:10]=[CH:11][C:12]([NH:15][C:16](=[O:43])[C:17]2[CH:22]=[CH:21][C:20]([CH2:23][N:24]([CH2:25][C:26]3[N:27]([CH2:31][CH2:32][OH:33])[CH:28]=[CH:29][N:30]=3)[CH2:37][C:38]3[NH:39][CH:40]=[CH:41][N:42]=3)=[CH:19][CH:18]=2)=[CH:13][CH:14]=1)[CH2:5][CH2:6][CH3:7])[CH2:2][CH3:3]. The catalyst class is: 5. (6) Reactant: [H-].[Al+3].[Li+].[H-].[H-].[H-].[CH3:7][C:8]([N:15]1[CH2:20][CH2:19][CH:18]([CH3:21])[CH2:17][CH2:16]1)([CH3:14])[C:9](OCC)=[O:10]. Product: [CH3:14][C:8]([N:15]1[CH2:20][CH2:19][CH:18]([CH3:21])[CH2:17][CH2:16]1)([CH3:7])[CH2:9][OH:10]. The catalyst class is: 1. (7) Reactant: [N+:1]([C:4]1[CH:21]=[C:20]([N+:22]([O-:24])=[O:23])[CH:19]=[CH:18][C:5]=1[O:6][N:7]1C(=O)C2C(=CC=CC=2)C1=O)([O-:3])=[O:2].O.NN. Product: [N+:1]([C:4]1[CH:21]=[C:20]([N+:22]([O-:24])=[O:23])[CH:19]=[CH:18][C:5]=1[O:6][NH2:7])([O-:3])=[O:2]. The catalyst class is: 61. (8) Reactant: C(OC([N:8]1[C:16]2[C:11](=[CH:12][CH:13]=[CH:14][CH:15]=2)[CH:10]=[C:9]1[C:17]1[CH:18]=[N:19][CH:20]=[C:21]([Br:23])[CH:22]=1)=O)(C)(C)C.Cl. Product: [Br:23][C:21]1[CH:22]=[C:17]([C:9]2[NH:8][C:16]3[C:11]([CH:10]=2)=[CH:12][CH:13]=[CH:14][CH:15]=3)[CH:18]=[N:19][CH:20]=1. The catalyst class is: 25. (9) Reactant: [C:1]([C:3]1[CH:4]=[N:5][C:6]2[C:11]([C:12]=1[NH:13][C:14]1[CH:19]=[CH:18][C:17]([O:20][C:21]3[CH:26]=[CH:25][CH:24]=[CH:23][CH:22]=3)=[CH:16][CH:15]=1)=[CH:10][C:9]([NH:27][C:28](=[O:35])/[CH:29]=[CH:30]/CN(C)C)=[CH:8][CH:7]=2)#[N:2].C(N(CC)CC)C.C(Cl)(=O)C=C.NC1C=C2C(=CC=1)N=CC(C#N)=C2NC1C=CC(OC2C=CC=CC=2)=CC=1. Product: [C:1]([C:3]1[CH:4]=[N:5][C:6]2[C:11]([C:12]=1[NH:13][C:14]1[CH:15]=[CH:16][C:17]([O:20][C:21]3[CH:26]=[CH:25][CH:24]=[CH:23][CH:22]=3)=[CH:18][CH:19]=1)=[CH:10][C:9]([NH:27][C:28](=[O:35])[CH:29]=[CH2:30])=[CH:8][CH:7]=2)#[N:2]. The catalyst class is: 20. (10) Reactant: [CH3:1][O:2][C:3](=[O:16])[NH:4][C:5]1[CH:10]=[CH:9][C:8]([C:11](=[O:14])[CH2:12]Br)=[C:7]([Br:15])[CH:6]=1.C([N-:19]C=O)=O.[Na+].Cl. Product: [NH2:19][CH2:12][C:11]([C:8]1[CH:9]=[CH:10][C:5]([NH:4][C:3](=[O:16])[O:2][CH3:1])=[CH:6][C:7]=1[Br:15])=[O:14]. The catalyst class is: 10.